From a dataset of Forward reaction prediction with 1.9M reactions from USPTO patents (1976-2016). Predict the product of the given reaction. (1) Given the reactants [NH2:1][C:2]1[CH:10]=[C:6]([C:7]([OH:9])=[O:8])[C:5]([OH:11])=[CH:4][CH:3]=1.[F:12][C:13]([F:23])([F:22])[C:14]1[CH:21]=[CH:20][C:17]([CH2:18]Cl)=[CH:16][CH:15]=1, predict the reaction product. The product is: [F:12][C:13]([F:22])([F:23])[C:14]1[CH:21]=[CH:20][C:17]([CH2:18][NH:1][C:2]2[CH:10]=[C:6]([C:7]([OH:9])=[O:8])[C:5]([OH:11])=[CH:4][CH:3]=2)=[CH:16][CH:15]=1. (2) The product is: [CH2:21]([N:28]1[CH2:33][CH2:32][CH:31]([NH:34][C:2]2[N:7]=[C:6]([C:8]3[N:12]([CH:13]4[CH2:18][CH2:17][O:16][CH2:15][CH2:14]4)[C:11]([CH3:19])=[N:10][CH:9]=3)[C:5]([F:20])=[CH:4][N:3]=2)[CH2:30][CH2:29]1)[C:22]1[CH:23]=[CH:24][CH:25]=[CH:26][CH:27]=1. Given the reactants Br[C:2]1[N:7]=[C:6]([C:8]2[N:12]([CH:13]3[CH2:18][CH2:17][O:16][CH2:15][CH2:14]3)[C:11]([CH3:19])=[N:10][CH:9]=2)[C:5]([F:20])=[CH:4][N:3]=1.[CH2:21]([N:28]1[CH2:33][CH2:32][CH:31]([NH2:34])[CH2:30][CH2:29]1)[C:22]1[CH:27]=[CH:26][CH:25]=[CH:24][CH:23]=1, predict the reaction product. (3) Given the reactants [C:1]([O:5][C:6]([NH:8][C@H:9]([C:18]([OH:20])=O)[CH2:10][C:11]1[CH:16]=[CH:15][CH:14]=[C:13]([CH3:17])[CH:12]=1)=[O:7])([CH3:4])([CH3:3])[CH3:2].CCN(C(C)C)C(C)C.Cl.[CH3:31][O:32][C:33]1[CH:34]=[C:35]([C:41]2[C@@H:50]3[C@@H:45]([CH2:46][CH2:47][CH2:48][CH2:49]3)[C:44](=[O:51])[N:43]([CH:52]3[CH2:57][CH2:56][NH:55][CH2:54][CH2:53]3)[N:42]=2)[CH:36]=[CH:37][C:38]=1[O:39][CH3:40].CCOC(C(C#N)=NOC(N1CCOCC1)=[N+](C)C)=O.F[P-](F)(F)(F)(F)F.C(=O)(O)[O-].[Na+], predict the reaction product. The product is: [CH3:31][O:32][C:33]1[CH:34]=[C:35]([C:41]2[C@@H:50]3[C@@H:45]([CH2:46][CH2:47][CH2:48][CH2:49]3)[C:44](=[O:51])[N:43]([CH:52]3[CH2:53][CH2:54][N:55]([C:18](=[O:20])[C@@H:9]([NH:8][C:6](=[O:7])[O:5][C:1]([CH3:2])([CH3:3])[CH3:4])[CH2:10][C:11]4[CH:16]=[CH:15][CH:14]=[C:13]([CH3:17])[CH:12]=4)[CH2:56][CH2:57]3)[N:42]=2)[CH:36]=[CH:37][C:38]=1[O:39][CH3:40].